This data is from Full USPTO retrosynthesis dataset with 1.9M reactions from patents (1976-2016). The task is: Predict the reactants needed to synthesize the given product. (1) Given the product [C:11]([C:12]1[CH:13]=[C:14]([CH:15]=[C:16]([N+:18]([O-:20])=[O:19])[CH:17]=1)[C:21]([OH:23])=[O:22])(=[O:25])[CH3:5], predict the reactants needed to synthesize it. The reactants are: C(OC(=O)[CH:5]([C:11](=[O:25])[C:12]1[CH:17]=[C:16]([N+:18]([O-:20])=[O:19])[CH:15]=[C:14]([C:21]([O:23]C)=[O:22])[CH:13]=1)C(OCC)=O)C.OS(O)(=O)=O. (2) Given the product [Br:31][C:2]1[CH:3]=[C:4]([CH:24]=[C:25]([C:27]([F:30])([F:29])[F:28])[CH:26]=1)[C:5]([N:7]([C:9]1[CH:10]=[N:11][CH:12]=[CH:13][C:14]=1[C:15]1[CH:20]=[CH:19][C:18]([F:21])=[CH:17][C:16]=1[O:22][CH3:23])[CH3:8])=[O:6], predict the reactants needed to synthesize it. The reactants are: F[C:2]1[CH:3]=[C:4]([CH:24]=[C:25]([C:27]([F:30])([F:29])[F:28])[CH:26]=1)[C:5]([N:7]([C:9]1[CH:10]=[N:11][CH:12]=[CH:13][C:14]=1[C:15]1[CH:20]=[CH:19][C:18]([F:21])=[CH:17][C:16]=1[O:22][CH3:23])[CH3:8])=[O:6].[Br:31]C1C=C(C=C(C(F)(F)F)C=1)C(O)=O. (3) Given the product [ClH:1].[CH3:2][N:3]([CH3:17])[CH2:4][C@@H:5]1[CH2:10][CH2:9][CH2:8][CH2:7][C@@H:6]1[C:11]1[CH:12]=[N:13][CH:14]=[CH:15][CH:16]=1, predict the reactants needed to synthesize it. The reactants are: [ClH:1].[CH3:2][N:3]([CH3:17])[CH2:4][CH:5]1[CH2:10][CH2:9][CH2:8][CH:7]=[C:6]1[C:11]1[CH:12]=[N:13][CH:14]=[CH:15][CH:16]=1. (4) Given the product [CH2:38]([C:40]1[CH:45]=[CH:44][CH:43]=[C:42]([CH2:46][CH3:47])[C:41]=1[NH:48][C:49]([NH:37][C:34]1[CH:35]=[C:36]2[C:31](=[CH:32][CH:33]=1)[NH:30][N:29]=[C:28]2[C:25]1[CH:24]=[CH:23][C:22]([CH:18]2[O:19][CH2:20][CH2:21][N:16]([CH3:15])[CH2:17]2)=[CH:27][CH:26]=1)=[O:50])[CH3:39].[C:3]([OH:5])([C:2]([F:7])([F:6])[F:1])=[O:4], predict the reactants needed to synthesize it. The reactants are: [F:1][C:2]([F:7])([F:6])[C:3]([OH:5])=[O:4].FC(F)(F)C(O)=O.[CH3:15][N:16]1[CH2:21][CH2:20][O:19][CH:18]([C:22]2[CH:27]=[CH:26][C:25]([C:28]3[C:36]4[C:31](=[CH:32][CH:33]=[C:34]([NH2:37])[CH:35]=4)[NH:30][N:29]=3)=[CH:24][CH:23]=2)[CH2:17]1.[CH2:38]([C:40]1[CH:45]=[CH:44][CH:43]=[C:42]([CH2:46][CH3:47])[C:41]=1[N:48]=[C:49]=[O:50])[CH3:39].CCN(C(C)C)C(C)C. (5) Given the product [Cl:1][C:2]1[CH:7]=[C:6]([Cl:8])[CH:5]=[CH:4][C:3]=1/[CH:9]=[CH:10]/[CH2:11][OH:12], predict the reactants needed to synthesize it. The reactants are: [Cl:1][C:2]1[CH:7]=[C:6]([Cl:8])[CH:5]=[CH:4][C:3]=1/[CH:9]=[CH:10]/[C:11](OCC)=[O:12].[H-].C([Al+]CC(C)C)C(C)C.CO.[Cl-].[NH4+]. (6) Given the product [F:37][C:38]([F:43])([F:42])[C:39]([OH:41])=[O:40].[NH2:14][CH2:13][CH2:12][N:11]([CH2:10][C:9]1[CH:29]=[CH:30][C:6]([O:5][CH2:4][C:3]2[CH:33]=[CH:34][CH:35]=[CH:36][C:2]=2[F:1])=[C:7]([O:31][CH3:32])[CH:8]=1)[C:22]([C:24]1[S:25][CH:26]=[CH:27][CH:28]=1)=[O:23], predict the reactants needed to synthesize it. The reactants are: [F:1][C:2]1[CH:36]=[CH:35][CH:34]=[CH:33][C:3]=1[CH2:4][O:5][C:6]1[CH:30]=[CH:29][C:9]([CH2:10][N:11]([C:22]([C:24]2[S:25][CH:26]=[CH:27][CH:28]=2)=[O:23])[CH2:12][CH2:13][NH:14]C(=O)OC(C)(C)C)=[CH:8][C:7]=1[O:31][CH3:32].[F:37][C:38]([F:43])([F:42])[C:39]([OH:41])=[O:40].